From a dataset of Full USPTO retrosynthesis dataset with 1.9M reactions from patents (1976-2016). Predict the reactants needed to synthesize the given product. (1) Given the product [CH3:4][N:5]([CH3:1])[CH:6]([C:7]1[CH:12]=[CH:11][CH:10]=[CH:9][CH:8]=1)[CH:17]1[CH2:18][CH2:19][NH:16][CH2:15][CH2:14]1, predict the reactants needed to synthesize it. The reactants are: [CH3:1]NC.[CH3:4][NH:5][CH2:6][C:7]1[CH:12]=[CH:11][CH:10]=[CH:9][CH:8]=1.N[CH:14]([CH:17]1CCC2(OCCO2)[CH2:19][CH2:18]1)[C:15]#[N:16]. (2) Given the product [Cl:1][C:2]1[C:7]([N:8]2[CH2:13][CH2:12][CH:11]([C:14]3[C:19]([C:20]([F:22])([F:23])[F:21])=[CH:18][CH:17]=[CH:16][N:15]=3)[CH2:10][CH2:9]2)=[CH:6][N:5]=[N:4][C:3]=1[NH:24][NH:25][C:40](=[O:41])[CH2:39][CH:36]1[CH2:38][CH2:37]1, predict the reactants needed to synthesize it. The reactants are: [Cl:1][C:2]1[C:7]([N:8]2[CH2:13][CH2:12][CH:11]([C:14]3[C:19]([C:20]([F:23])([F:22])[F:21])=[CH:18][CH:17]=[CH:16][N:15]=3)[CH2:10][CH2:9]2)=[CH:6][N:5]=[N:4][C:3]=1[NH:24][NH2:25].C1COCC1.C(=O)(O)[O-].[Na+].[CH:36]1([CH2:39][C:40](Cl)=[O:41])[CH2:38][CH2:37]1. (3) Given the product [CH3:34][NH:33][C:31]([C@@H:30]1[CH2:35][CH2:36][CH2:37][N:29]1[C:24](=[O:26])[CH2:23][N:20]1[CH2:21][CH2:22][N:17]([C:15](=[O:16])[CH2:14][C:12]2[N:13]=[C:9]([NH:8][C:6](=[O:7])[C:5]3[CH:27]=[CH:28][C:2]([Cl:1])=[CH:3][CH:4]=3)[S:10][CH:11]=2)[CH2:18][CH2:19]1)=[O:32], predict the reactants needed to synthesize it. The reactants are: [Cl:1][C:2]1[CH:28]=[CH:27][C:5]([C:6]([NH:8][C:9]2[S:10][CH:11]=[C:12]([CH2:14][C:15]([N:17]3[CH2:22][CH2:21][N:20]([CH2:23][C:24]([OH:26])=O)[CH2:19][CH2:18]3)=[O:16])[N:13]=2)=[O:7])=[CH:4][CH:3]=1.[NH:29]1[CH2:37][CH2:36][CH2:35][C@H:30]1[C:31]([NH:33][CH3:34])=[O:32]. (4) Given the product [CH3:32][C:26]1[CH:27]=[C:28]([S:31][CH2:2][CH2:3][C:4]2[CH:9]=[CH:8][C:7]([C:10]3[CH:15]=[CH:14][C:13]([C:16]([F:19])([F:18])[F:17])=[CH:12][CH:11]=3)=[CH:6][CH:5]=2)[CH:29]=[CH:30][C:25]=1[O:24][CH2:23][C:22]([OH:33])=[O:21], predict the reactants needed to synthesize it. The reactants are: Br[CH2:2][CH2:3][C:4]1[CH:9]=[CH:8][C:7]([C:10]2[CH:15]=[CH:14][C:13]([C:16]([F:19])([F:18])[F:17])=[CH:12][CH:11]=2)=[CH:6][CH:5]=1.C[O:21][C:22](=[O:33])[CH2:23][O:24][C:25]1[CH:30]=[CH:29][C:28]([SH:31])=[CH:27][C:26]=1[CH3:32].C(=O)([O-])[O-].[Cs+].[Cs+]. (5) Given the product [F:21][C:5]1[C:6]([C@@H:8]2[C@@H:12]([C:13]3[CH:18]=[CH:17][C:16]([F:19])=[CH:15][CH:14]=3)[O:11][C:10](=[O:20])[NH:9]2)=[CH:7][C:2]([C:23]#[C:22][C:24]2[CH:25]=[N:26][CH:27]=[C:28]([F:30])[CH:29]=2)=[N:3][CH:4]=1, predict the reactants needed to synthesize it. The reactants are: Br[C:2]1[CH:7]=[C:6]([C@@H:8]2[C@@H:12]([C:13]3[CH:18]=[CH:17][C:16]([F:19])=[CH:15][CH:14]=3)[O:11][C:10](=[O:20])[NH:9]2)[C:5]([F:21])=[CH:4][N:3]=1.[C:22]([C:24]1[CH:25]=[N:26][CH:27]=[C:28]([F:30])[CH:29]=1)#[CH:23].C1(P(C2C=CC=CC=2)C2C=CC=CC=2)C=CC=CC=1. (6) Given the product [I:10][C:3]1[C:4]2[C:5](=[N:6][CH:7]=[N:8][CH:9]=2)[NH:1][N:2]=1, predict the reactants needed to synthesize it. The reactants are: [NH:1]1[C:5]2=[N:6][CH:7]=[N:8][CH:9]=[C:4]2[CH:3]=[N:2]1.[I:10]N1C(=O)CCC1=O. (7) Given the product [C:1]([C:3]1[CH:4]=[C:5]([CH:9]=[C:10]([C:12]([F:15])([F:14])[F:13])[CH:11]=1)[C:6]([Cl:24])=[O:7])#[N:2], predict the reactants needed to synthesize it. The reactants are: [C:1]([C:3]1[CH:4]=[C:5]([CH:9]=[C:10]([C:12]([F:15])([F:14])[F:13])[CH:11]=1)[C:6](O)=[O:7])#[N:2].CN(C=O)C.C(Cl)(=O)C([Cl:24])=O.CO.ClCCl. (8) Given the product [Cl:1][C:2]1[CH:3]=[C:4]([NH:16][C:17]2[C:26]3[C:21](=[CH:22][CH:23]=[C:24]([NH:27][C:28](=[O:38])/[CH:29]=[CH:62]/[C@@H:58]4[CH2:59][CH2:60][CH2:61][N:57]4[CH3:56])[CH:25]=3)[N:20]=[CH:19][N:18]=2)[CH:5]=[CH:6][C:7]=1[O:8][CH2:9][C:10]1[CH:15]=[CH:14][CH:13]=[CH:12][N:11]=1, predict the reactants needed to synthesize it. The reactants are: [Cl:1][C:2]1[CH:3]=[C:4]([NH:16][C:17]2[C:26]3[C:21](=[CH:22][CH:23]=[C:24]([NH:27][C:28](=[O:38])[CH2:29]P(OCC)(OCC)=O)[CH:25]=3)[N:20]=[CH:19][N:18]=2)[CH:5]=[CH:6][C:7]=1[O:8][CH2:9][C:10]1[CH:15]=[CH:14][CH:13]=[CH:12][N:11]=1.C[Si]([N-][Si](C)(C)C)(C)C.[Li+].C1(C)C=CC=CC=1.[CH3:56][N:57]1[CH2:61][CH2:60][CH2:59][C@H:58]1[CH:62]=O. (9) Given the product [C:26]1([C:23]2[S:22][C:21]([C:9]3[CH:10]=[C:11]4[C:15](=[CH:16][CH:17]=3)[NH:14][C:13](=[O:18])[CH2:12]4)=[N:25][N:24]=2)[CH:27]=[CH:28][CH:29]=[CH:30][CH:31]=1, predict the reactants needed to synthesize it. The reactants are: CC1(C)C(C)(C)OB([C:9]2[CH:10]=[C:11]3[C:15](=[CH:16][CH:17]=2)[NH:14][C:13](=[O:18])[CH2:12]3)O1.Br[C:21]1[S:22][C:23]([C:26]2[CH:31]=[CH:30][CH:29]=[CH:28][CH:27]=2)=[N:24][N:25]=1.C(=O)([O-])[O-].[K+].[K+]. (10) Given the product [NH2:18][C:16]1[CH:15]=[C:10]([CH:9]=[C:8]([N:5]2[CH2:6][CH2:7][N:2]([CH3:1])[CH2:3][CH2:4]2)[CH:17]=1)[C:11]([OH:13])=[O:12], predict the reactants needed to synthesize it. The reactants are: [CH3:1][N:2]1[CH2:7][CH2:6][N:5]([C:8]2[CH:9]=[C:10]([CH:15]=[C:16]([N+:18]([O-])=O)[CH:17]=2)[C:11]([O:13]C)=[O:12])[CH2:4][CH2:3]1.[OH-].[Na+].